This data is from Catalyst prediction with 721,799 reactions and 888 catalyst types from USPTO. The task is: Predict which catalyst facilitates the given reaction. (1) Reactant: [H-].[Na+].[CH3:3][CH2:4][O:5][C:6]([CH2:8]P(OCC)(OCC)=O)=[O:7].[CH:17]12[CH2:24][CH:21]([CH2:22][CH2:23]1)[CH2:20][C:19](=O)[CH2:18]2.O. Product: [CH:17]12[CH2:24][CH:21]([CH2:22][CH2:23]1)[CH2:20][C:19](=[CH:8][C:6]([O:5][CH2:4][CH3:3])=[O:7])[CH2:18]2. The catalyst class is: 57. (2) Reactant: [N+:1]([C:4]1[CH:9]=[CH:8][C:7]([N:10]2[CH2:15][CH:14]3[CH2:16][CH:11]2[CH:12]([OH:17])[CH2:13]3)=[CH:6][CH:5]=1)([O-:3])=[O:2].CCN(CC)CC.S(=O)(=O)=O.N1C=CC=CC=1.CS(C)=O. Product: [N+:1]([C:4]1[CH:9]=[CH:8][C:7]([N:10]2[CH2:15][CH:14]3[CH2:16][CH:11]2[C:12](=[O:17])[CH2:13]3)=[CH:6][CH:5]=1)([O-:3])=[O:2]. The catalyst class is: 2. (3) Reactant: [Cl:1][C:2]1[CH:3]=[C:4]([CH:6]=[CH:7][CH:8]=1)[NH2:5].C([N:16]1[CH2:21][CH2:20][C:19](=O)[CH2:18][CH2:17]1)(OC(C)(C)C)=O. Product: [Cl:1][C:2]1[CH:3]=[C:4]([NH:5][CH:19]2[CH2:20][CH2:21][NH:16][CH2:17][CH2:18]2)[CH:6]=[CH:7][CH:8]=1. The catalyst class is: 322. (4) Reactant: [OH:1][CH2:2][C:3]1[CH:8]=[CH:7][C:6]([C:9]2([OH:13])[CH2:12][O:11][CH2:10]2)=[CH:5][CH:4]=1.C(N(CC)CC)C.[CH3:21][S:22](Cl)(=[O:24])=[O:23]. Product: [CH3:21][S:22]([O:1][CH2:2][C:3]1[CH:4]=[CH:5][C:6]([C:9]2([OH:13])[CH2:12][O:11][CH2:10]2)=[CH:7][CH:8]=1)(=[O:24])=[O:23]. The catalyst class is: 2. (5) Reactant: [NH2:1][C:2]1[CH:7]=[CH:6][C:5]([OH:8])=[CH:4][CH:3]=1.[H-].[Na+].[H][H].[F:13][C:14]1[CH:19]=[C:18](F)[N:17]=[CH:16][N:15]=1. Product: [F:13][C:14]1[N:15]=[CH:16][N:17]=[C:18]([O:8][C:5]2[CH:6]=[CH:7][C:2]([NH2:1])=[CH:3][CH:4]=2)[CH:19]=1. The catalyst class is: 12. (6) Reactant: Br[C:2]1[C:8]([C:9]([F:12])([F:11])[F:10])=[CH:7][C:5]([NH2:6])=[CH:4][C:3]=1[Cl:13].C(=O)([O-])[O-].[Na+].[Na+].[C:20]([NH:24][S:25]([C:28]1[CH:33]=[C:32](B2OC(C)(C)C(C)(C)O2)[CH:31]=[CH:30][C:29]=1[CH3:43])(=[O:27])=[O:26])([CH3:23])([CH3:22])[CH3:21].O. Product: [NH2:6][C:5]1[CH:7]=[C:8]([C:9]([F:12])([F:11])[F:10])[C:2]([C:32]2[CH:31]=[CH:30][C:29]([CH3:43])=[C:28]([S:25]([NH:24][C:20]([CH3:23])([CH3:22])[CH3:21])(=[O:26])=[O:27])[CH:33]=2)=[C:3]([Cl:13])[CH:4]=1. The catalyst class is: 77. (7) Reactant: C([O:3][C:4]([C:6]1[CH:7]=[C:8]2[C:13](=[CH:14][CH:15]=1)[NH:12][CH:11]([C:16]1[CH:21]=[C:20]([F:22])[CH:19]=[C:18]([F:23])[CH:17]=1)[C:10]([CH3:25])([CH3:24])[CH2:9]2)=[O:5])C.O.[OH-].[Li+].O.Cl. Product: [F:23][C:18]1[CH:17]=[C:16]([CH:11]2[C:10]([CH3:24])([CH3:25])[CH2:9][C:8]3[C:13](=[CH:14][CH:15]=[C:6]([C:4]([OH:5])=[O:3])[CH:7]=3)[NH:12]2)[CH:21]=[C:20]([F:22])[CH:19]=1. The catalyst class is: 111. (8) Reactant: [N:1]1[CH:6]=[CH:5][N:4]=[CH:3][C:2]=1[NH:7][C:8]([NH:10][C:11]1[C:20]2[C:15](=[CH:16][CH:17]=[C:18]([C:21]([F:24])([F:23])[F:22])[CH:19]=2)[N:14]=[CH:13][CH:12]=1)=[O:9].[H-].[Na+].[CH3:27]I. Product: [CH3:27][N:7]([C:2]1[CH:3]=[N:4][CH:5]=[CH:6][N:1]=1)[C:8]([NH:10][C:11]1[C:20]2[C:15](=[CH:16][CH:17]=[C:18]([C:21]([F:24])([F:22])[F:23])[CH:19]=2)[N:14]=[CH:13][CH:12]=1)=[O:9]. The catalyst class is: 9. (9) Reactant: [CH3:1][N:2]1[C:7](=[O:8])[C:6]2=[C:9](SC)[N:10]([CH2:12][C:13]3[CH:18]=[CH:17][C:16]([C:19]4[CH:24]=[CH:23][CH:22]=[C:21]([F:25])[N:20]=4)=[CH:15][CH:14]=3)[N:11]=[C:5]2[N:4]2[C@H:28]3[CH2:33][CH2:32][CH2:31][C@H:29]3[N:30]=[C:3]12.O[O:35][S:36]([O-:38])=O.[K+].[CH3:40]C#N. Product: [CH3:1][N:2]1[C:7](=[O:8])[C:6]2=[C:9]([S:36]([CH3:40])(=[O:38])=[O:35])[N:10]([CH2:12][C:13]3[CH:14]=[CH:15][C:16]([C:19]4[CH:24]=[CH:23][CH:22]=[C:21]([F:25])[N:20]=4)=[CH:17][CH:18]=3)[N:11]=[C:5]2[N:4]2[C@H:28]3[CH2:33][CH2:32][CH2:31][C@H:29]3[N:30]=[C:3]12. The catalyst class is: 5. (10) Product: [C:1]([C:3]1[CH:4]=[C:5]2[C:9](=[CH:10][CH:11]=1)[NH:8][C:7]([C:24](=[O:29])[C:25]([O:27][CH3:28])=[O:26])=[CH:6]2)#[N:2]. The catalyst class is: 20. Reactant: [C:1]([C:3]1[CH:4]=[C:5]2[C:9](=[CH:10][CH:11]=1)[N:8](C(OC(C)(C)C)=O)[CH:7]=[CH:6]2)#[N:2].[Li]C(C)(C)C.[C:24](OC)(=[O:29])[C:25]([O:27][CH3:28])=[O:26].CO.